Dataset: Full USPTO retrosynthesis dataset with 1.9M reactions from patents (1976-2016). Task: Predict the reactants needed to synthesize the given product. (1) Given the product [NH2:4][C:5]1[CH:10]=[CH:9][C:8]([CH2:11][N:12]2[CH2:17][CH2:16][N:15]([C:18]([O:20][C:21]([CH3:23])([CH3:22])[CH3:24])=[O:19])[C@@H:14]([CH3:25])[CH2:13]2)=[C:7]([CH3:26])[CH:6]=1, predict the reactants needed to synthesize it. The reactants are: C([NH:4][C:5]1[CH:10]=[CH:9][C:8]([CH2:11][N:12]2[CH2:17][CH2:16][N:15]([C:18]([O:20][C:21]([CH3:24])([CH3:23])[CH3:22])=[O:19])[C@@H:14]([CH3:25])[CH2:13]2)=[C:7]([CH3:26])[CH:6]=1)(=O)C. (2) Given the product [Cl:31][C:26]1[CH:25]=[C:24]([C:4]2[NH:5][CH:6]=[C:2]([C:39]3[CH2:40][CH2:41][N:62]4[C@H:57]([CH:38]=3)[CH2:56][C@@H:55]([C:49]3[CH:54]=[CH:53][CH:52]=[CH:51][CH:50]=3)[CH2:63]4)[C:3]=2[C:32]2[CH:37]=[CH:36][N:35]=[CH:34][CH:33]=2)[CH:29]=[CH:28][C:27]=1[F:30], predict the reactants needed to synthesize it. The reactants are: Br[C:2]1[C:3]([C:32]2[CH:37]=[CH:36][N:35]=[CH:34][CH:33]=2)=[C:4]([C:24]2[CH:29]=[CH:28][C:27]([F:30])=[C:26]([Cl:31])[CH:25]=2)[N:5](C(C)(C)C)[C:6]=1[SiH](C1C=CC=CC=1)C1C=CC=CC=1.[CH2:38]([Li])[CH2:39][CH2:40][CH3:41].CCCCCC.[C:49]1([C@H:55]2[CH2:63][N:62]3[C@H:57](CC(=O)CC3)[CH2:56]2)[CH:54]=[CH:53][CH:52]=[CH:51][CH:50]=1.[Cl-].[Li+].CS(O)(=O)=O.N1C=CC=CC=1.S(Cl)(Cl)=O. (3) Given the product [O:1]=[C:2]1[NH:6][C:5](=[O:7])[CH:4]([CH2:8][C:9]2[CH:10]=[CH:11][C:12]([O:13][CH2:14][CH2:15][O:16][C:17]3[CH:26]=[CH:25][C:20]([C:21]([OH:23])=[O:22])=[CH:19][CH:18]=3)=[CH:27][CH:28]=2)[S:3]1, predict the reactants needed to synthesize it. The reactants are: [O:1]=[C:2]1[NH:6][C:5](=[O:7])[CH:4]([CH2:8][C:9]2[CH:28]=[CH:27][C:12]([O:13][CH2:14][CH2:15][O:16][C:17]3[CH:26]=[CH:25][C:20]([C:21]([O:23]C)=[O:22])=[CH:19][CH:18]=3)=[CH:11][CH:10]=2)[S:3]1.Cl. (4) Given the product [C:35]([O:39][C:40]([N:42]1[CH2:47][CH2:46][N:45]([C:2]2[N:7]3[N:8]=[C:9]([C:18]4[CH:23]=[CH:22][CH:21]=[CH:20][C:19]=4[Cl:24])[C:10]([C:11]4[CH:16]=[CH:15][C:14]([Cl:17])=[CH:13][CH:12]=4)=[C:6]3[N:5]=[C:4]([CH3:25])[CH:3]=2)[CH2:44][CH2:43]1)=[O:41])([CH3:38])([CH3:36])[CH3:37], predict the reactants needed to synthesize it. The reactants are: Cl[C:2]1[N:7]2[N:8]=[C:9]([C:18]3[CH:23]=[CH:22][CH:21]=[CH:20][C:19]=3[Cl:24])[C:10]([C:11]3[CH:16]=[CH:15][C:14]([Cl:17])=[CH:13][CH:12]=3)=[C:6]2[N:5]=[C:4]([CH3:25])[CH:3]=1.CCN(C(C)C)C(C)C.[C:35]([O:39][C:40]([N:42]1[CH2:47][CH2:46][NH:45][CH2:44][CH2:43]1)=[O:41])([CH3:38])([CH3:37])[CH3:36]. (5) Given the product [I:1][C:2]1[CH:9]=[C:8]([O:10][CH3:11])[C:7]([O:12][CH3:13])=[CH:6][C:3]=1[C:4]([OH:14])=[O:5], predict the reactants needed to synthesize it. The reactants are: [I:1][C:2]1[CH:9]=[C:8]([O:10][CH3:11])[C:7]([O:12][CH3:13])=[CH:6][C:3]=1[CH:4]=[O:5].[O-:14][Mn](=O)(=O)=O.[K+].Cl. (6) Given the product [O:1]=[C:2]1[CH2:6][CH2:5][CH2:4][N:3]1[CH2:8][CH2:9][O:10][C:11]1[CH:12]=[C:13]([CH:16]=[CH:17][CH:18]=1)[CH:14]=[O:15], predict the reactants needed to synthesize it. The reactants are: [O:1]=[C:2]1[CH2:6][CH2:5][C:4](=O)[N:3]1[CH2:8][CH2:9][O:10][C:11]1[CH:12]=[C:13]([CH:16]=[CH:17][CH:18]=1)[CH:14]=[O:15].OCCN1CCCC1=O.OCCN1C(=O)CCC1=O. (7) Given the product [C:1]([O:5][C:6]([N:27]1[CH2:28][C:29]([CH3:33])([CH3:30])[NH:24][CH2:23][C:22]1([CH2:25][CH3:26])[CH2:20][CH3:21])=[O:7])([CH3:4])([CH3:3])[CH3:2], predict the reactants needed to synthesize it. The reactants are: [C:1]([O:5][C:6](N1CC2(CCCC2)NCC1(C)C)=[O:7])([CH3:4])([CH3:3])[CH3:2].[CH2:20]([C:22]([NH2:27])([CH2:25][CH3:26])[CH2:23][NH2:24])[CH3:21].[CH3:28][C:29]([CH3:33])(O)[C:30]#N. (8) Given the product [Si:1]([O:8][C:9]1[CH:10]=[C:11]([CH:14]=[CH:15][CH:16]=1)[CH2:12][NH:18][C@@H:19]([CH3:24])[C:20]([O:22][CH3:23])=[O:21])([C:4]([CH3:7])([CH3:6])[CH3:5])([CH3:3])[CH3:2], predict the reactants needed to synthesize it. The reactants are: [Si:1]([O:8][C:9]1[CH:10]=[C:11]([CH:14]=[CH:15][CH:16]=1)[CH:12]=O)([C:4]([CH3:7])([CH3:6])[CH3:5])([CH3:3])[CH3:2].Cl.[NH2:18][C@@H:19]([CH3:24])[C:20]([O:22][CH3:23])=[O:21].